This data is from Full USPTO retrosynthesis dataset with 1.9M reactions from patents (1976-2016). The task is: Predict the reactants needed to synthesize the given product. Given the product [C:12]([O:11][C:9](=[O:10])[NH:8][CH2:7][C:4]1[S:5][CH:6]=[C:2]([Br:1])[CH:3]=1)([CH3:15])([CH3:14])[CH3:13], predict the reactants needed to synthesize it. The reactants are: [Br:1][C:2]1[CH:3]=[C:4]([CH2:7][NH2:8])[S:5][CH:6]=1.[C:9](O[C:9]([O:11][C:12]([CH3:15])([CH3:14])[CH3:13])=[O:10])([O:11][C:12]([CH3:15])([CH3:14])[CH3:13])=[O:10].C(N(CC)CC)C.Cl.